This data is from Reaction yield outcomes from USPTO patents with 853,638 reactions. The task is: Predict the reaction yield, written as a fraction of the theoretical maximum amount of product (1.0 means a 100% yield; for example, 0.34 means a 34% yield). (1) The reactants are [C:1]([O:5][C:6]([N:8]1[CH2:13][CH2:12][CH:11]([N:14]2[C:18]3=[N:19][CH:20]=[N:21][C:22](Cl)=[C:17]3[CH:16]=[N:15]2)[CH2:10][CH2:9]1)=[O:7])([CH3:4])([CH3:3])[CH3:2].[OH:24][C:25]1[CH:30]=[CH:29][C:28](=[O:31])[N:27]([CH3:32])[N:26]=1.C(=O)([O-])[O-].[K+].[K+].C(OCC)(=O)C. The catalyst is CN(C)C=O.O. The product is [C:1]([O:5][C:6]([N:8]1[CH2:13][CH2:12][CH:11]([N:14]2[C:18]3=[N:19][CH:20]=[N:21][C:22]([O:24][C:25]4[CH:30]=[CH:29][C:28](=[O:31])[N:27]([CH3:32])[N:26]=4)=[C:17]3[CH:16]=[N:15]2)[CH2:10][CH2:9]1)=[O:7])([CH3:4])([CH3:3])[CH3:2]. The yield is 0.390. (2) The reactants are [CH3:1][C:2]1([CH3:20])[C:7]2[CH:8]=[C:9]([C:12]3[NH:16][C:15]([C:17]#[N:18])=[CH:14][CH:13]=3)[CH:10]=[CH:11][C:6]=2[NH:5][C:4](=[O:19])[O:3]1.[C:21](=O)([O-])[O-].[K+].[K+].IC.O. The catalyst is CN(C)C=O. The product is [CH3:1][C:2]1([CH3:20])[C:7]2[CH:8]=[C:9]([C:12]3[N:16]([CH3:21])[C:15]([C:17]#[N:18])=[CH:14][CH:13]=3)[CH:10]=[CH:11][C:6]=2[NH:5][C:4](=[O:19])[O:3]1. The yield is 0.410. (3) The reactants are [CH:1]1([C:7]2[C:8]3[CH:9]=[CH:10][C:11]([C:31](=[O:39])[NH:32][S:33]([CH:36]4[CH2:38][CH2:37]4)(=[O:35])=[O:34])=[CH:12][C:13]=3[N:14]3[CH2:20][C:19]([C:21]([O:23]C)=[O:22])=[CH:18][C:17]4[CH:25]=[C:26]([O:29][CH3:30])[CH:27]=[CH:28][C:16]=4[C:15]=23)[CH2:6][CH2:5][CH2:4][CH2:3][CH2:2]1.[OH-].[Na+].Cl.C1COCC1. The catalyst is CO. The product is [CH:1]1([C:7]2[C:8]3[CH:9]=[CH:10][C:11]([C:31](=[O:39])[NH:32][S:33]([CH:36]4[CH2:37][CH2:38]4)(=[O:35])=[O:34])=[CH:12][C:13]=3[N:14]3[CH2:20][C:19]([C:21]([OH:23])=[O:22])=[CH:18][C:17]4[CH:25]=[C:26]([O:29][CH3:30])[CH:27]=[CH:28][C:16]=4[C:15]=23)[CH2:2][CH2:3][CH2:4][CH2:5][CH2:6]1. The yield is 0.940.